This data is from Catalyst prediction with 721,799 reactions and 888 catalyst types from USPTO. The task is: Predict which catalyst facilitates the given reaction. Reactant: [Cl:1][C:2]1[N:7]=[CH:6][C:5]([CH2:8][CH2:9][C:10]([NH:12][C:13]2[CH:18]=[CH:17][CH:16]=[CH:15][C:14]=2[Cl:19])=[O:11])=[C:4]([C:20]2[CH:25]=[CH:24][CH:23]=[CH:22][C:21]=2[Cl:26])[CH:3]=1.C(=O)([O-])[O-].[K+].[K+]. Product: [Cl:1][C:2]1[N:7]=[C:6]2[C:5]([CH2:8][CH2:9][C:10](=[O:11])[N:12]2[C:13]2[CH:18]=[CH:17][CH:16]=[CH:15][C:14]=2[Cl:19])=[C:4]([C:20]2[CH:25]=[CH:24][CH:23]=[CH:22][C:21]=2[Cl:26])[CH:3]=1. The catalyst class is: 122.